This data is from Reaction yield outcomes from USPTO patents with 853,638 reactions. The task is: Predict the reaction yield, written as a fraction of the theoretical maximum amount of product (1.0 means a 100% yield; for example, 0.34 means a 34% yield). (1) The reactants are C([S:4][CH:5]1[CH2:10][CH2:9][N:8]([CH:11]([C:17]2[CH:22]=[CH:21][CH:20]=[CH:19][C:18]=2[F:23])[C:12]([CH:14]2[CH2:16][CH2:15]2)=[O:13])[CH2:7]/[C:6]/1=[CH:24]\[CH2:25][N:26]1[CH2:31][CH2:30][N:29]([CH2:32][C:33]([O:35][CH2:36][CH3:37])=[O:34])[CH2:28][CH2:27]1)(=O)C.C(=O)([O-])[O-].[K+].[K+].O. The catalyst is C(O)C. The product is [CH:14]1([C:12](=[O:13])[CH:11]([N:8]2[CH2:9][CH2:10][CH:5]([SH:4])/[C:6](=[CH:24]/[CH2:25][N:26]3[CH2:27][CH2:28][N:29]([CH2:32][C:33]([O:35][CH2:36][CH3:37])=[O:34])[CH2:30][CH2:31]3)/[CH2:7]2)[C:17]2[CH:22]=[CH:21][CH:20]=[CH:19][C:18]=2[F:23])[CH2:16][CH2:15]1. The yield is 0.750. (2) The reactants are [O:1]=[C:2]1[NH:6][C@H:5]([C:7]([O:9][CH2:10][CH3:11])=[O:8])[CH2:4][CH2:3]1.[C:12]([O:16][C:17](O[C:17]([O:16][C:12]([CH3:15])([CH3:14])[CH3:13])=[O:18])=[O:18])([CH3:15])([CH3:14])[CH3:13]. The catalyst is C(#N)C.CN(C)C1C=CN=CC=1. The product is [O:1]=[C:2]1[N:6]([C:17]([O:16][C:12]([CH3:15])([CH3:14])[CH3:13])=[O:18])[C@H:5]([C:7]([O:9][CH2:10][CH3:11])=[O:8])[CH2:4][CH2:3]1. The yield is 1.00. (3) The reactants are O[CH:2]=[C:3]1[C:11]2[C:6](=[CH:7][C:8]([C:12]([C:14]3[CH:19]=[CH:18][C:17]([NH:20][C:21](=[O:23])[CH3:22])=[CH:16][CH:15]=3)=[O:13])=[CH:9][CH:10]=2)[NH:5][C:4]1=[O:24].[NH2:25][C:26]1[CH:27]=[C:28]([OH:32])[CH:29]=[CH:30][CH:31]=1. The catalyst is C1COCC1. The product is [OH:32][C:28]1[CH:27]=[C:26]([NH:25][CH:2]=[C:3]2[C:11]3[C:6](=[CH:7][C:8]([C:12]([C:14]4[CH:19]=[CH:18][C:17]([NH:20][C:21](=[O:23])[CH3:22])=[CH:16][CH:15]=4)=[O:13])=[CH:9][CH:10]=3)[NH:5][C:4]2=[O:24])[CH:31]=[CH:30][CH:29]=1. The yield is 0.760. (4) The product is [C:23]([C:7]1[C:8]2[C:13](=[CH:12][CH:11]=[C:10]([O:16][C:17]3[CH:22]=[CH:21][CH:20]=[CH:19][CH:18]=3)[CH:9]=2)[C:14]([OH:15])=[C:5]([C:3]([NH:26][CH2:27][C:28]([F:33])([F:32])[C:29]([OH:31])=[O:30])=[O:4])[N:6]=1)#[N:24]. The catalyst is O. The yield is 0.510. The reactants are CO[C:3]([C:5]1[N:6]=[C:7]([C:23]#[N:24])[C:8]2[C:13]([C:14]=1[OH:15])=[CH:12][CH:11]=[C:10]([O:16][C:17]1[CH:22]=[CH:21][CH:20]=[CH:19][CH:18]=1)[CH:9]=2)=[O:4].Cl.[NH2:26][CH2:27][C:28]([F:33])([F:32])[C:29]([OH:31])=[O:30].C[O-].[Na+].CO.Cl. (5) The reactants are [CH:1]([NH2:4])([CH3:3])[CH3:2].CCN(C(C)C)C(C)C.[C:14]([C:18]1[N:22]([CH2:23][CH:24]2[CH2:29][CH2:28][O:27][CH2:26][CH2:25]2)[C:21]2[CH:30]=[CH:31][C:32]([S:34]([N:37]3[CH:41]=[C:40]([C:42](O)=[O:43])[CH:39]=[N:38]3)(=[O:36])=[O:35])=[CH:33][C:20]=2[N:19]=1)([CH3:17])([CH3:16])[CH3:15].CN(C(ON1N=NC2C=CC=NC1=2)=[N+](C)C)C.F[P-](F)(F)(F)(F)F. The catalyst is CN(C=O)C. The product is [C:14]([C:18]1[N:22]([CH2:23][CH:24]2[CH2:25][CH2:26][O:27][CH2:28][CH2:29]2)[C:21]2[CH:30]=[CH:31][C:32]([S:34]([N:37]3[CH:41]=[C:40]([C:42]([NH:4][CH:1]([CH3:3])[CH3:2])=[O:43])[CH:39]=[N:38]3)(=[O:36])=[O:35])=[CH:33][C:20]=2[N:19]=1)([CH3:15])([CH3:16])[CH3:17]. The yield is 0.700. (6) The reactants are Br[C:2]1[C:3](=[O:13])[C:4]2[C:9]([C:10](=[O:12])[CH:11]=1)=[CH:8][CH:7]=[CH:6][CH:5]=2.[Cl:14][C:15]1[CH:22]=[CH:21][C:18]([CH2:19][NH2:20])=[CH:17][CH:16]=1. The catalyst is CCO. The product is [Cl:14][C:15]1[CH:22]=[CH:21][C:18]([CH2:19][NH:20][C:2]2[C:3](=[O:13])[C:4]3[C:9]([C:10](=[O:12])[CH:11]=2)=[CH:8][CH:7]=[CH:6][CH:5]=3)=[CH:17][CH:16]=1. The yield is 0.740. (7) The reactants are [C:1]1([C:8]2[CH:13]=[CH:12][CH:11]=[CH:10][CH:9]=2)[CH:6]=[CH:5][CH:4]=[C:3]([OH:7])[CH:2]=1.[Br:14][CH2:15][CH2:16][CH2:17]Br.C([O-])([O-])=O.[Cs+].[Cs+]. The catalyst is C(#N)C. The product is [Br:14][CH2:15][CH2:16][CH2:17][O:7][C:3]1[CH:2]=[C:1]([C:8]2[CH:9]=[CH:10][CH:11]=[CH:12][CH:13]=2)[CH:6]=[CH:5][CH:4]=1. The yield is 0.578.